This data is from Peptide-MHC class I binding affinity with 185,985 pairs from IEDB/IMGT. The task is: Regression. Given a peptide amino acid sequence and an MHC pseudo amino acid sequence, predict their binding affinity value. This is MHC class I binding data. (1) The peptide sequence is YLWFKRHVY. The MHC is HLA-A02:11 with pseudo-sequence HLA-A02:11. The binding affinity (normalized) is 0.506. (2) The peptide sequence is YMIDPSGVSY. The MHC is Patr-B0101 with pseudo-sequence Patr-B0101. The binding affinity (normalized) is 0. (3) The peptide sequence is KPKVASEAF. The MHC is HLA-B46:01 with pseudo-sequence HLA-B46:01. The binding affinity (normalized) is 0.0847. (4) The peptide sequence is LMWFIISIV. The MHC is HLA-A02:01 with pseudo-sequence HLA-A02:01. The binding affinity (normalized) is 0.789. (5) The peptide sequence is PEDPVEIALY. The MHC is HLA-A26:01 with pseudo-sequence HLA-A26:01. The binding affinity (normalized) is 0. (6) The peptide sequence is REQANSVETIV. The MHC is H-2-Kk with pseudo-sequence H-2-Kk. The binding affinity (normalized) is 0.166. (7) The peptide sequence is NEEAADWDL. The MHC is Mamu-B01 with pseudo-sequence Mamu-B01. The binding affinity (normalized) is 0.